Dataset: Forward reaction prediction with 1.9M reactions from USPTO patents (1976-2016). Task: Predict the product of the given reaction. (1) The product is: [N+:15]([C:12]1[CH:11]=[CH:10][C:9]([N:7]2[CH2:6][CH2:5][NH:4][CH:3]([CH2:2][OH:1])[CH2:8]2)=[CH:14][CH:13]=1)([O-:17])=[O:16]. Given the reactants [OH:1][CH2:2][CH:3]1[CH2:8][N:7]([C:9]2[CH:14]=[CH:13][C:12]([N+:15]([O-:17])=[O:16])=[CH:11][CH:10]=2)[CH2:6][CH2:5][N:4]1C(OC(C)(C)C)=O.FC(F)(F)C(O)=O, predict the reaction product. (2) Given the reactants [CH3:1][N:2]([S:15]([C:18]1[S:19][CH:20]=[CH:21][CH:22]=1)(=[O:17])=[O:16])[C:3]1[CH:4]=[CH:5][CH:6]=[C:7]2[C:11]=1[NH:10][C:9]([C:12](=[S:14])[NH2:13])=[CH:8]2.Br[CH:24]([CH:32]=O)[CH2:25][CH2:26][C:27]([O:29][CH2:30][CH3:31])=[O:28].CN(C)C(=O)C, predict the reaction product. The product is: [CH3:1][N:2]([S:15]([C:18]1[S:19][CH:20]=[CH:21][CH:22]=1)(=[O:17])=[O:16])[C:3]1[CH:4]=[CH:5][CH:6]=[C:7]2[C:11]=1[NH:10][C:9]([C:12]1[S:14][C:24]([CH2:25][CH2:26][C:27]([O:29][CH2:30][CH3:31])=[O:28])=[CH:32][N:13]=1)=[CH:8]2. (3) Given the reactants [NH2:1][C:2]1[S:3][C:4]2[CH:10]=[CH:9][CH:8]=[C:7]([O:11]C)[C:5]=2[N:6]=1, predict the reaction product. The product is: [NH2:1][C:2]1[S:3][C:4]2[CH:10]=[CH:9][CH:8]=[C:7]([OH:11])[C:5]=2[N:6]=1. (4) Given the reactants [O:1]=[C:2]1[NH:7][CH:6]=[N:5][C:4]2[O:8][C:9]([C:17]3[CH:22]=[CH:21][C:20]([C:23]4([NH:27][C:28](=[O:34])[O:29][C:30]([CH3:33])([CH3:32])[CH3:31])[CH2:26][CH2:25][CH2:24]4)=[CH:19][CH:18]=3)=[C:10]([C:11]3[CH:16]=[CH:15][CH:14]=[CH:13][CH:12]=3)[C:3]1=2.C([O-])([O-])=O.[K+].[K+].[Na+].[I-].Br[CH2:44][CH:45]1[CH2:47][CH2:46]1, predict the reaction product. The product is: [CH:45]1([CH2:44][N:7]2[C:2](=[O:1])[C:3]3[C:10]([C:11]4[CH:12]=[CH:13][CH:14]=[CH:15][CH:16]=4)=[C:9]([C:17]4[CH:22]=[CH:21][C:20]([C:23]5([NH:27][C:28](=[O:34])[O:29][C:30]([CH3:31])([CH3:33])[CH3:32])[CH2:24][CH2:25][CH2:26]5)=[CH:19][CH:18]=4)[O:8][C:4]=3[N:5]=[CH:6]2)[CH2:47][CH2:46]1. (5) Given the reactants [Cl:1][C:2]1[CH:7]=[CH:6][CH:5]=[C:4]([CH3:8])[N:3]=1.ClC1C=CC=C(C(OO)=[O:17])C=1.C(=O)([O-])O.[Na+].[OH-].[Na+], predict the reaction product. The product is: [Cl:1][C:2]1[N:3]=[C:4]([CH2:8][OH:17])[CH:5]=[CH:6][CH:7]=1.